This data is from Reaction yield outcomes from USPTO patents with 853,638 reactions. The task is: Predict the reaction yield, written as a fraction of the theoretical maximum amount of product (1.0 means a 100% yield; for example, 0.34 means a 34% yield). (1) The reactants are [NH2:1][C:2]1[C:11]2[C:6](=[C:7](Br)[CH:8]=[CH:9][CH:10]=2)[N:5]=[N:4][C:3]=1[C:13]([NH:15][CH2:16][CH2:17][CH3:18])=[O:14].CC1(C)C(C)(C)OB([C:27]2[CH:28]=[N:29][NH:30][CH:31]=2)O1. No catalyst specified. The product is [NH2:1][C:2]1[C:11]2[C:6](=[C:7]([C:27]3[CH:28]=[N:29][NH:30][CH:31]=3)[CH:8]=[CH:9][CH:10]=2)[N:5]=[N:4][C:3]=1[C:13]([NH:15][CH2:16][CH2:17][CH3:18])=[O:14]. The yield is 0.250. (2) The reactants are [NH:1]1[CH2:5][CH2:4][CH2:3][CH2:2]1.[Cl:6][CH2:7][C:8](Cl)=[O:9].[OH-].[Na+]. The catalyst is C(Cl)Cl. The product is [Cl:6][CH2:7][C:8]([N:1]1[CH2:5][CH2:4][CH2:3][CH2:2]1)=[O:9]. The yield is 0.486.